This data is from Reaction yield outcomes from USPTO patents with 853,638 reactions. The task is: Predict the reaction yield, written as a fraction of the theoretical maximum amount of product (1.0 means a 100% yield; for example, 0.34 means a 34% yield). (1) The reactants are [O:1]1[CH:5]=[CH:4][CH:3]=[C:2]1[C:6](Cl)=[O:7].[F:9][C:10]1[CH:11]=[C:12]2[C:17](=[CH:18][CH:19]=1)[N:16]([CH2:20][C:21]1[CH:26]=[CH:25][C:24]([F:27])=[CH:23][CH:22]=1)[C:15](=[O:28])[C:14]([C:29]#[N:30])=[C:13]2[N:31]1[CH2:36][CH2:35][NH:34][CH2:33][CH2:32]1. The catalyst is N1C=CC=CC=1. The product is [F:9][C:10]1[CH:11]=[C:12]2[C:17](=[CH:18][CH:19]=1)[N:16]([CH2:20][C:21]1[CH:22]=[CH:23][C:24]([F:27])=[CH:25][CH:26]=1)[C:15](=[O:28])[C:14]([C:29]#[N:30])=[C:13]2[N:31]1[CH2:36][CH2:35][N:34]([C:6]([C:2]2[O:1][CH:5]=[CH:4][CH:3]=2)=[O:7])[CH2:33][CH2:32]1. The yield is 0.850. (2) The reactants are [N:1]1([C:7]2[CH:8]=[C:9]([NH2:13])[CH:10]=[CH:11][CH:12]=2)[CH2:6][CH2:5][O:4][CH2:3][CH2:2]1.[N:14]([O-])=O.[Na+].O.O.[Sn](Cl)Cl.[OH-].[Na+]. The catalyst is Cl. The product is [N:1]1([C:7]2[CH:8]=[C:9]([NH:13][NH2:14])[CH:10]=[CH:11][CH:12]=2)[CH2:2][CH2:3][O:4][CH2:5][CH2:6]1. The yield is 0.790. (3) The reactants are [OH:1][CH2:2][CH2:3][N:4]([CH:22]([CH3:24])[CH3:23])[C:5]([C:7]1[S:8][C:9]2[CH2:10][CH2:11][O:12][C:13]3[CH:20]=[CH:19][C:18](Br)=[CH:17][C:14]=3[C:15]=2[N:16]=1)=[O:6].CC1(C)C(C)(C)OB([C:33]2[CH:34]=[N:35][N:36]([CH2:38][C@H:39]([OH:41])[CH3:40])[CH:37]=2)O1. No catalyst specified. The product is [OH:1][CH2:2][CH2:3][N:4]([CH:22]([CH3:24])[CH3:23])[C:5]([C:7]1[S:8][C:9]2[CH2:10][CH2:11][O:12][C:13]3[CH:20]=[CH:19][C:18]([C:33]4[CH:34]=[N:35][N:36]([CH2:38][C@H:39]([OH:41])[CH3:40])[CH:37]=4)=[CH:17][C:14]=3[C:15]=2[N:16]=1)=[O:6]. The yield is 0.100. (4) The reactants are Cl.Cl.[C:3]([C:5]1[CH:10]=[CH:9][C:8]([S:11]([N:14]([CH3:26])[CH2:15][CH2:16][N:17]2[CH2:24][CH:23]3[O:25][CH:19]([CH2:20][NH:21][CH2:22]3)[CH2:18]2)(=[O:13])=[O:12])=[CH:7][CH:6]=1)#[N:4].Br[CH2:28][CH2:29][O:30][C:31]1[CH:36]=[CH:35][CH:34]=[CH:33][C:32]=1[F:37].C(=O)([O-])[O-].[K+].[K+].C(#N)C. The catalyst is O. The product is [C:3]([C:5]1[CH:10]=[CH:9][C:8]([S:11]([N:14]([CH2:15][CH2:16][N:17]2[CH2:24][CH:23]3[O:25][CH:19]([CH2:20][N:21]([CH2:28][CH2:29][O:30][C:31]4[CH:36]=[CH:35][CH:34]=[CH:33][C:32]=4[F:37])[CH2:22]3)[CH2:18]2)[CH3:26])(=[O:13])=[O:12])=[CH:7][CH:6]=1)#[N:4]. The yield is 0.580. (5) The reactants are [NH2:1][CH2:2][CH2:3][CH2:4][CH2:5][C@H:6]([NH:14][C:15](=[O:34])[NH:16][C@@H:17]([CH2:25][CH2:26][C:27]([O:29][C:30]([CH3:33])([CH3:32])[CH3:31])=[O:28])[C:18]([O:20][C:21]([CH3:24])([CH3:23])[CH3:22])=[O:19])[C:7]([O:9][C:10]([CH3:13])([CH3:12])[CH3:11])=[O:8].[C:35]([O:39][C:40](=[O:70])[CH2:41][N:42]([CH2:56][C:57]1[N:58]([CH2:62][C:63]([O:65][C:66]([CH3:69])([CH3:68])[CH3:67])=[O:64])[CH:59]=[CH:60][N:61]=1)[CH2:43][CH2:44][CH2:45][CH2:46][CH2:47][CH2:48][CH2:49][CH2:50][CH2:51][CH2:52][C:53](O)=[O:54])([CH3:38])([CH3:37])[CH3:36].CCN=C=NCCCN(C)C.C1C=CC2N(O)N=NC=2C=1.CCN(C(C)C)C(C)C. The catalyst is C(Cl)Cl. The product is [C:66]([O:65][C:63](=[O:64])[CH2:62][N:58]1[CH:59]=[CH:60][N:61]=[C:57]1[CH2:56][N:42]([CH2:43][CH2:44][CH2:45][CH2:46][CH2:47][CH2:48][CH2:49][CH2:50][CH2:51][CH2:52][C:53](=[O:54])[NH:1][CH2:2][CH2:3][CH2:4][CH2:5][C@@H:6]([C:7]([O:9][C:10]([CH3:13])([CH3:12])[CH3:11])=[O:8])[NH:14][C:15](=[O:34])[NH:16][C@H:17]([C:18]([O:20][C:21]([CH3:22])([CH3:23])[CH3:24])=[O:19])[CH2:25][CH2:26][C:27]([O:29][C:30]([CH3:33])([CH3:32])[CH3:31])=[O:28])[CH2:41][C:40]([O:39][C:35]([CH3:36])([CH3:37])[CH3:38])=[O:70])([CH3:69])([CH3:67])[CH3:68]. The yield is 0.650. (6) The reactants are [F:1][C:2]1([F:8])[CH2:4][CH:3]1[C:5](O)=[O:6].CN(C(ON1N=NC2C=CC=NC1=2)=[N+](C)C)C.F[P-](F)(F)(F)(F)F.C(N(C(C)C)C(C)C)C.[NH:42]1[CH2:47][CH2:46][CH:45]([N:48]2[CH:71]=[C:70]3[C:50]([C:51](=[O:75])[NH:52][CH2:53][CH2:54][CH2:55][CH2:56][CH2:57][CH2:58][N:59]4[CH:74]=[C:62]([C:63]5[N:73]=[C:67]([C:68](=[O:72])[NH:69]3)[CH:66]=[CH:65][CH:64]=5)[CH:61]=[N:60]4)=[N:49]2)[CH2:44][CH2:43]1. The catalyst is CN(C=O)C. The product is [F:1][C:2]1([F:8])[CH2:4][CH:3]1[C:5]([N:42]1[CH2:47][CH2:46][CH:45]([N:48]2[CH:71]=[C:70]3[C:50]([C:51](=[O:75])[NH:52][CH2:53][CH2:54][CH2:55][CH2:56][CH2:57][CH2:58][N:59]4[CH:74]=[C:62]([C:63]5[N:73]=[C:67]([C:68](=[O:72])[NH:69]3)[CH:66]=[CH:65][CH:64]=5)[CH:61]=[N:60]4)=[N:49]2)[CH2:44][CH2:43]1)=[O:6]. The yield is 0.500. (7) The reactants are CCN(CC)CC.[Cl:8][C:9]1[CH:15]=[CH:14][C:12]([NH2:13])=[C:11]([C:16]2[CH:21]=[C:20]([O:22][CH3:23])[N:19]=[CH:18][N:17]=2)[CH:10]=1.[C:24](O[C:24]([C:26]([F:29])([F:28])[F:27])=[O:25])([C:26]([F:29])([F:28])[F:27])=[O:25]. The catalyst is C(Cl)Cl. The product is [Cl:8][C:9]1[CH:15]=[CH:14][C:12]([NH:13][C:24](=[O:25])[C:26]([F:29])([F:28])[F:27])=[C:11]([C:16]2[CH:21]=[C:20]([O:22][CH3:23])[N:19]=[CH:18][N:17]=2)[CH:10]=1. The yield is 0.950. (8) The reactants are [C:1]([O:5][C:6](=[O:20])[C:7]1[CH:12]=[CH:11][CH:10]=[C:9]([C:13]2[C:18]([CH3:19])=[CH:17][CH:16]=[CH:15][N:14]=2)[CH:8]=1)([CH3:4])([CH3:3])[CH3:2].NC(N)=[O:23].OO.C1(=O)OC(=O)C2=CC=CC=C12.[O-]S([O-])=O.[Na+].[Na+].C([O-])([O-])=O.[Na+].[Na+]. The yield is 0.950. The catalyst is CCOC(C)=O.O. The product is [C:1]([O:5][C:6]([C:7]1[CH:8]=[C:9]([C:13]2[C:18]([CH3:19])=[CH:17][CH:16]=[CH:15][N+:14]=2[O-:23])[CH:10]=[CH:11][CH:12]=1)=[O:20])([CH3:4])([CH3:3])[CH3:2]. (9) The reactants are [F:1][CH:2]([F:23])[O:3][C:4]1[N:8]([CH3:9])[N:7]=[C:6]([C:10]([F:13])([F:12])[F:11])[C:5]=1[CH2:14][S:15][C:16]1[CH2:20][C:19]([CH3:22])([CH3:21])[O:18][N:17]=1.ClC1C=CC=C(C(OO)=[O:32])C=1.O. The catalyst is C(Cl)(Cl)Cl. The product is [F:23][CH:2]([F:1])[O:3][C:4]1[N:8]([CH3:9])[N:7]=[C:6]([C:10]([F:12])([F:13])[F:11])[C:5]=1[CH2:14][S:15]([C:16]1[CH2:20][C:19]([CH3:21])([CH3:22])[O:18][N:17]=1)=[O:32]. The yield is 0.632. (10) The reactants are Br[C:2]1[C:3]([OH:13])=[C:4]([CH:9]=[C:10]([Cl:12])[CH:11]=1)[C:5]([O:7][CH3:8])=[O:6].[CH3:14][C:15]([CH3:19])([CH3:18])[C:16]#[CH:17].CCN(CC)CC. The catalyst is CN(C=O)C.CCOC(C)=O.[Cu]I.Cl[Pd](Cl)([P](C1C=CC=CC=1)(C1C=CC=CC=1)C1C=CC=CC=1)[P](C1C=CC=CC=1)(C1C=CC=CC=1)C1C=CC=CC=1. The product is [Cl:12][C:10]1[CH:9]=[C:4]([C:5]([O:7][CH3:8])=[O:6])[C:3]2[O:13][C:16]([C:15]([CH3:19])([CH3:18])[CH3:14])=[CH:17][C:2]=2[CH:11]=1. The yield is 0.810.